Dataset: Forward reaction prediction with 1.9M reactions from USPTO patents (1976-2016). Task: Predict the product of the given reaction. (1) The product is: [CH3:5][C:6]1([CH3:23])[NH:7][C:14](=[O:52])[C:13]2[S:12][C:11]([N:7]3[C:6]4[CH:23]=[C:2]([C:32]5[CH:33]=[N:34][N:35]([CH2:37][CH2:38][N:39]6[CH2:40][CH2:41][O:42][CH2:43][CH2:44]6)[CH:36]=5)[CH:3]=[CH:4][C:5]=4[O:10][CH2:9][CH2:8]3)=[N:19][C:18]=2[CH2:17]1. Given the reactants Br[C:2]1[CH:3]=[CH:4][C:5]2[O:10][CH2:9][CH2:8][N:7]([C:11]3[S:12][C:13]4[CH2:14]C(C)(C)N[C:17](=O)[C:18]=4[N:19]=3)[C:6]=2[CH:23]=1.CC1(C)C(C)(C)OB([C:32]2[CH:33]=[N:34][N:35]([CH2:37][CH2:38][N:39]3[CH2:44][CH2:43][O:42][CH2:41][CH2:40]3)[CH:36]=2)O1.C([O-])([O-])=O.[K+].[K+].[OH2:52], predict the reaction product. (2) Given the reactants [Cl:1][C:2]1[CH:7]=[CH:6][C:5]([C@H:8]([CH3:29])[C:9]([NH:11][C:12]2[CH:21]=[CH:20][CH:19]=[C:18]3[C:13]=2[CH:14]=[CH:15][N:16]([C@H:23]([CH3:28])[C:24]([O:26]C)=[O:25])[C:17]3=[O:22])=[O:10])=[CH:4][CH:3]=1.[OH-].[Li+].C(O)(C)(C)C.O.Cl, predict the reaction product. The product is: [Cl:1][C:2]1[CH:7]=[CH:6][C:5]([C@H:8]([CH3:29])[C:9]([NH:11][C:12]2[CH:21]=[CH:20][CH:19]=[C:18]3[C:13]=2[CH:14]=[CH:15][N:16]([C@H:23]([CH3:28])[C:24]([OH:26])=[O:25])[C:17]3=[O:22])=[O:10])=[CH:4][CH:3]=1. (3) Given the reactants [CH2:1]([O:4][C:5](=[O:37])[C@@H:6]([NH:25][C:26](=[O:36])[C:27]1[C:32]([F:33])=[CH:31][C:30](Br)=[CH:29][C:28]=1[F:35])[CH2:7][C:8]1[CH:13]=[CH:12][C:11]([C:14]2[C:15](=[O:24])[N:16]([CH3:23])[C:17](=[O:22])[N:18]([CH3:21])[C:19]=2[CH3:20])=[CH:10][CH:9]=1)[CH2:2][CH3:3].O.[CH3:39][N:40](C=O)C, predict the reaction product. The product is: [CH2:1]([O:4][C:5](=[O:37])[C@@H:6]([NH:25][C:26](=[O:36])[C:27]1[C:32]([F:33])=[CH:31][C:30]([C:39]#[N:40])=[CH:29][C:28]=1[F:35])[CH2:7][C:8]1[CH:13]=[CH:12][C:11]([C:14]2[C:15](=[O:24])[N:16]([CH3:23])[C:17](=[O:22])[N:18]([CH3:21])[C:19]=2[CH3:20])=[CH:10][CH:9]=1)[CH2:2][CH3:3]. (4) Given the reactants Br[C:2]1[S:6][C:5]([C:7]([C:9]2[CH:18]=[CH:17][C:12]([C:13]([O:15][CH3:16])=[O:14])=[CH:11][CH:10]=2)=[CH2:8])=[N:4][CH:3]=1.[CH3:19][C:20]1[CH:21]=[C:22]([NH:35][C:36]2[N:41]=[C:40]([C:42]([F:45])([F:44])[F:43])[CH:39]=[CH:38][N:37]=2)[CH:23]=[C:24](B2OC(C)(C)C(C)(C)O2)[CH:25]=1.C(=O)([O-])[O-].[Cs+].[Cs+].CC(C1C=C(C(C)C)C(C2C=CC=CC=2P(C2CCCCC2)C2CCCCC2)=C(C(C)C)C=1)C, predict the reaction product. The product is: [CH3:19][C:20]1[CH:25]=[C:24]([C:2]2[S:6][C:5]([C:7]([C:9]3[CH:18]=[CH:17][C:12]([C:13]([O:15][CH3:16])=[O:14])=[CH:11][CH:10]=3)=[CH2:8])=[N:4][CH:3]=2)[CH:23]=[C:22]([NH:35][C:36]2[N:41]=[C:40]([C:42]([F:45])([F:43])[F:44])[CH:39]=[CH:38][N:37]=2)[CH:21]=1.